This data is from Forward reaction prediction with 1.9M reactions from USPTO patents (1976-2016). The task is: Predict the product of the given reaction. (1) Given the reactants [N:1]([C:4]1[CH:11]=[CH:10][C:7]([C:8]#[N:9])=[C:6]([CH3:12])[CH:5]=1)=[C:2]=[S:3].[F:13][C:14]1[CH:15]=[C:16]([NH:21][C:22]([CH3:26])([CH3:25])[C:23]#N)[CH:17]=[CH:18][C:19]=1[OH:20].C[OH:28].Cl, predict the reaction product. The product is: [F:13][C:14]1[CH:15]=[C:16]([N:21]2[C:22]([CH3:26])([CH3:25])[C:23](=[O:28])[N:1]([C:4]3[CH:11]=[CH:10][C:7]([C:8]#[N:9])=[C:6]([CH3:12])[CH:5]=3)[C:2]2=[S:3])[CH:17]=[CH:18][C:19]=1[OH:20]. (2) The product is: [CH3:8][C:4]1[CH:5]=[CH:6][CH:7]=[C:2]([CH3:1])[C:3]=1[CH2:9][S:10]([C:13]1[CH:14]=[C:15]2[C:19](=[CH:20][CH:21]=1)[NH:18][C:17](=[O:22])/[C:16]/2=[CH:23]\[C:24]1[NH:28][C:27]([CH3:29])=[C:26]([C:30]([N:42]2[CH2:43][CH2:44][CH:39]([N:34]3[CH2:38][CH2:37][CH2:36][CH2:35]3)[CH2:40][CH2:41]2)=[O:31])[C:25]=1[CH3:33])(=[O:12])=[O:11]. Given the reactants [CH3:1][C:2]1[CH:7]=[CH:6][CH:5]=[C:4]([CH3:8])[C:3]=1[CH2:9][S:10]([C:13]1[CH:14]=[C:15]2[C:19](=[CH:20][CH:21]=1)[NH:18][C:17](=[O:22])/[C:16]/2=[CH:23]\[C:24]1[NH:28][C:27]([CH3:29])=[C:26]([C:30](O)=[O:31])[C:25]=1[CH3:33])(=[O:12])=[O:11].[N:34]1([CH:39]2[CH2:44][CH2:43][NH:42][CH2:41][CH2:40]2)[CH2:38][CH2:37][CH2:36][CH2:35]1.C1C=CC2N(O)N=NC=2C=1.CCN=C=NCCCN(C)C.Cl, predict the reaction product. (3) The product is: [CH2:44]([O:51][C:52]1[CH:53]=[C:54]([CH:55]=[CH:56][CH:57]=1)[CH2:58][N:1]1[C:9]2[C:4](=[CH:5][CH:6]=[CH:7][CH:8]=2)[C:3]2([CH2:13][O:12][C:11]3[CH:14]=[C:15]4[C:19](=[CH:20][C:10]2=3)[CH2:18][CH2:17][O:16]4)[C:2]1=[O:21])[C:45]1[CH:46]=[CH:47][CH:48]=[CH:49][CH:50]=1. Given the reactants [NH:1]1[C:9]2[C:4](=[CH:5][CH:6]=[CH:7][CH:8]=2)[C:3]2([CH2:13][O:12][C:11]3[CH:14]=[C:15]4[C:19](=[CH:20][C:10]2=3)[CH2:18][CH2:17][O:16]4)[C:2]1=[O:21].CC1C2C=C3C4(C5C(=CC=CC=5)NC4=O)COC3=CC=2ON=1.[CH2:44]([O:51][C:52]1[CH:57]=[CH:56][CH:55]=[C:54]([CH2:58]Br)[CH:53]=1)[C:45]1[CH:50]=[CH:49][CH:48]=[CH:47][CH:46]=1.BrCC1OC(C(F)(F)F)=CC=1, predict the reaction product. (4) The product is: [I:1][C:2]1[CH:3]=[C:4]2[C:8](=[CH:9][CH:10]=1)[NH:7][C:6](=[O:11])[C:5]2=[N:12][NH:13][C:14]([C:16]1[CH:35]=[CH:34][C:19]([CH2:20][NH:21][C:22]([C:24]2[CH:25]=[CH:26][C:27]([C:28]([OH:30])=[O:29])=[CH:32][CH:33]=2)=[O:23])=[CH:18][CH:17]=1)=[O:15]. Given the reactants [I:1][C:2]1[CH:3]=[C:4]2[C:8](=[CH:9][CH:10]=1)[NH:7][C:6](=[O:11])[C:5]2=[N:12][NH:13][C:14]([C:16]1[CH:35]=[CH:34][C:19]([CH2:20][NH:21][C:22]([C:24]2[CH:33]=[CH:32][C:27]([C:28]([O:30]C)=[O:29])=[CH:26][CH:25]=2)=[O:23])=[CH:18][CH:17]=1)=[O:15].[OH-].[Na+], predict the reaction product. (5) Given the reactants [NH2:1][C:2]1[C:7]([Cl:8])=[C:6]([Cl:9])[N:5]=[C:4]([C:10]([O:12]C)=[O:11])[CH:3]=1.C[Si](C)(C)[O-].[K+].Cl.C(OCC)(=O)C, predict the reaction product. The product is: [NH2:1][C:2]1[C:7]([Cl:8])=[C:6]([Cl:9])[N:5]=[C:4]([C:10]([OH:12])=[O:11])[CH:3]=1. (6) Given the reactants [CH3:1][C:2]1[CH:7]=[C:6]([CH3:8])[N:5]=[C:4]([N:9]2[CH2:16][CH:15]3[CH:11]([CH2:12][NH:13][CH2:14]3)[CH2:10]2)[N:3]=1.CC(O)=O.[F:21][C:22]1[CH:23]=[CH:24][C:25]([CH3:31])=[C:26]([CH:30]=1)[C:27](O)=[O:28], predict the reaction product. The product is: [CH3:1][C:2]1[CH:7]=[C:6]([CH3:8])[N:5]=[C:4]([N:9]2[CH2:16][CH:15]3[CH:11]([CH2:12][N:13]([C:27]([C:26]4[CH:30]=[C:22]([F:21])[CH:23]=[CH:24][C:25]=4[CH3:31])=[O:28])[CH2:14]3)[CH2:10]2)[N:3]=1. (7) Given the reactants [CH2:1]([O:8][C:9]1[C:10]([C:30]([O:32][C:33]([CH3:36])([CH3:35])[CH3:34])=[O:31])=[N:11][C:12]([CH2:16][CH:17]2[CH2:22][CH2:21][N:20]([C:23]3[CH:28]=[CH:27][C:26](Br)=[CH:25][CH:24]=3)[CH2:19][CH2:18]2)=[N:13][C:14]=1[CH3:15])[C:2]1[CH:7]=[CH:6][CH:5]=[CH:4][CH:3]=1.Br[C:38]1[CH:52]=[CH:51][C:41]([CH2:42][O:43][Si:44]([C:47]([CH3:50])([CH3:49])[CH3:48])([CH3:46])[CH3:45])=[CH:40][C:39]=1[F:53], predict the reaction product. The product is: [CH2:1]([O:8][C:9]1[C:10]([C:30]([O:32][C:33]([CH3:36])([CH3:35])[CH3:34])=[O:31])=[N:11][C:12]([CH2:16][CH:17]2[CH2:22][CH2:21][N:20]([C:23]3[CH:28]=[CH:27][C:26]([C:38]4[CH:52]=[CH:51][C:41]([CH2:42][O:43][Si:44]([C:47]([CH3:49])([CH3:48])[CH3:50])([CH3:45])[CH3:46])=[CH:40][C:39]=4[F:53])=[CH:25][CH:24]=3)[CH2:19][CH2:18]2)=[N:13][C:14]=1[CH3:15])[C:2]1[CH:7]=[CH:6][CH:5]=[CH:4][CH:3]=1.